From a dataset of Catalyst prediction with 721,799 reactions and 888 catalyst types from USPTO. Predict which catalyst facilitates the given reaction. (1) Reactant: [C:1]([O:5][C:6]([N:8]1[C:16]2[C:11](=[CH:12][CH:13]=[CH:14][CH:15]=2)[CH:10]=[C:9]1B(O)O)=[O:7])([CH3:4])([CH3:3])[CH3:2].[Br:20][C:21]1[CH:22]=[N:23][CH:24]=[C:25](Br)[CH:26]=1.CC([O-])=O.[K+]. Product: [C:1]([O:5][C:6]([N:8]1[C:16]2[C:11](=[CH:12][CH:13]=[CH:14][CH:15]=2)[CH:10]=[C:9]1[C:25]1[CH:24]=[N:23][CH:22]=[C:21]([Br:20])[CH:26]=1)=[O:7])([CH3:4])([CH3:3])[CH3:2]. The catalyst class is: 75. (2) Reactant: [Cl:1][C:2]1[C:10]2[N:9]=[C:8]([NH:11][C:12]3[C:17]([CH3:18])=[CH:16][C:15]([Cl:19])=[CH:14][C:13]=3[O:20][CH3:21])[N:7]([CH2:22][CH2:23]O)[C:6]=2[C:5]([CH:25]([CH2:28][CH3:29])[CH2:26][CH3:27])=[CH:4][CH:3]=1.C(N(C(C)C)CC)(C)C.CS(Cl)(=O)=O. Product: [Cl:1][C:2]1[C:10]2[N:9]=[C:8]3[N:11]([C:12]4[C:17]([CH3:18])=[CH:16][C:15]([Cl:19])=[CH:14][C:13]=4[O:20][CH3:21])[CH2:23][CH2:22][N:7]3[C:6]=2[C:5]([CH:25]([CH2:28][CH3:29])[CH2:26][CH3:27])=[CH:4][CH:3]=1. The catalyst class is: 685. (3) Reactant: [O:1]1[CH:7]([CH:8]2[CH2:13][CH2:12][CH2:11][CH2:10][CH2:9]2)[CH:2]1[C:3]([O:5][CH3:6])=[O:4]. Product: [O:1]1[C@H:7]([CH:8]2[CH2:13][CH2:12][CH2:11][CH2:10][CH2:9]2)[C@H:2]1[C:3]([O:5][CH3:6])=[O:4]. The catalyst class is: 11. (4) Reactant: Cl[C:2]1[C:7]([N+:8]([O-:10])=[O:9])=[C:6]([Cl:11])[N:5]=[C:4]([CH2:12][C:13]2[CH:18]=[CH:17][C:16]([F:19])=[CH:15][CH:14]=2)[N:3]=1.[CH2:20]1[O:28][C:27]2[CH:26]=[CH:25][C:24](B(O)O)=[CH:23][C:22]=2[O:21]1.C(=O)([O-])[O-].[Na+].[Na+]. Product: [O:21]1[C:22]2[CH:23]=[CH:24][C:25]([C:2]3[C:7]([N+:8]([O-:10])=[O:9])=[C:6]([Cl:11])[N:5]=[C:4]([CH2:12][C:13]4[CH:18]=[CH:17][C:16]([F:19])=[CH:15][CH:14]=4)[N:3]=3)=[CH:26][C:27]=2[O:28][CH2:20]1. The catalyst class is: 6. (5) Reactant: [CH3:1][O:2][CH2:3][CH2:4][N:5]([CH2:13][C:14]1[N:19]=[CH:18][C:17]([NH:20][C:21](=[O:23])[O-])=[CH:16][CH:15]=1)[C:6]([O:8][C:9]([CH3:12])([CH3:11])[CH3:10])=[O:7].C(N(CC)CC)C.[Cl:31][C:32]1[CH:33]=[C:34]([N:38]2[C:42]([CH2:43][NH2:44])=[CH:41][C:40]([C:45]([F:48])([F:47])[F:46])=[N:39]2)[CH:35]=[CH:36][CH:37]=1. Product: [Cl:31][C:32]1[CH:33]=[C:34]([N:38]2[C:42]([CH2:43][NH:44][C:21](=[O:23])[NH:20][C:17]3[CH:16]=[CH:15][C:14]([CH2:13][N:5]([CH2:4][CH2:3][O:2][CH3:1])[C:6](=[O:7])[O:8][C:9]([CH3:10])([CH3:11])[CH3:12])=[N:19][CH:18]=3)=[CH:41][C:40]([C:45]([F:46])([F:47])[F:48])=[N:39]2)[CH:35]=[CH:36][CH:37]=1. The catalyst class is: 4.